From a dataset of Experimentally validated miRNA-target interactions with 360,000+ pairs, plus equal number of negative samples. Binary Classification. Given a miRNA mature sequence and a target amino acid sequence, predict their likelihood of interaction. (1) The miRNA is hsa-miR-548ad-3p with sequence GAAAACGACAAUGACUUUUGCA. The protein sequence of the target gene is MKTALILLSILGMACAFSMKNLHRRVKIEDSEENGVFKYRPRYYLYKHAYFYPHLKRFPVQGSSDSSEENGDDSSEEEEEEEETSNEGENNEESNEDEDSEAENTTLSATTLGYGEDATPGTGYTGLAAIQLPKKAGDITNKATKEKESDEEEEEEEEGNENEESEAEVDENEQGINGTSTNSTEAENGNGSSGGDNGEEGEEESVTGANAEDTTETGRQGKGTSKTTTSPNGGFEPTTPPQVYRTTSPPFGKTTTVEYEGEYEYTGANEYDNGYEIYESENGEPRGDNYRAYEDEYSYF.... Result: 0 (no interaction). (2) The miRNA is hsa-miR-377-5p with sequence AGAGGUUGCCCUUGGUGAAUUC. The protein sequence of the target gene is MADTTPNGPQGAGAVQFMMTNKLDTAMWLSRLFTVYCSALFVLPLLGLHEAASFYQRALLANALTSALRLHQRLPHFQLSRAFLAQALLEDSCHYLLYSLIFVNSYPVTMSIFPVLLFSLLHAATYTKKVLDARGSNSLPLLRSVLDKLSANQQNILKFIACNEIFLMPATVFMLFSGQGSLLQPFIYYRFLTLRYSSRRNPYCRTLFNELRIVVEHIIMKPACPLFVRRLCLQSIAFISRLAPTVP. Result: 1 (interaction). (3) The miRNA is hsa-miR-15b-3p with sequence CGAAUCAUUAUUUGCUGCUCUA. The protein sequence of the target gene is MWTLKSSLVLLLCLTCSYAFMFSSLRQKTSEPQGKVQYGEHFRIRQNLPEHTQGWLGSKWLWLLFVVVPFVILQCQRDSEKNKEQSPPGLRGGQLHSPLKKKRNASPNKDCAFNTLMELEVELMKFVSKVRNLKRAMATGSGSNLRLRKSEMPADPYHVTICEIWGEESSS. Result: 0 (no interaction). (4) The miRNA is rno-miR-129-5p with sequence CUUUUUGCGGUCUGGGCUUGC. The protein sequence of the target gene is MAKSGGCGAGAGVGGGNGALTWVTLFDQNNAAKKEESETANKNDSSKKLSVERVYQKKTQLEHILLRPDTYIGSVEPLTQFMWVYDEDVGMNCREVTFVPGLYKIFDEILVNAADNKQRDKNMTCIKVSIDPESNIISIWNNGKGIPVVEHKVEKVYVPALIFGQLLTSSNYDDDEKKVTGGRNGYGAKLCNIFSTKFTVETACKEYKHSFKQTWMNNMMKTSEAKIKHFDGEDYTCITFQPDLSKFKMEKLDKDIVALMTRRAYDLAGSCRGVKVMFNGKKLPVNGFRSYVDLYVKDKL.... Result: 0 (no interaction). (5) The miRNA is hsa-miR-6847-3p with sequence GGCUCAUGUGUCUGUCCUCUUC. Result: 0 (no interaction). The protein sequence of the target gene is MGSGWVPWVVALLVNLTRLDSSMTQGTDSPEDFVIQAKADCYFTNGTEKVQFVVRFIFNLEEYVRFDSDVGMFVALTKLGQPDAEQWNSRLDLLERSRQAVDGVCRHNYRLGAPFTVGRKVQPEVTVYPERTPLLHQHNLLHCSVTGFYPGDIKIKWFLNGQEERAGVMSTGPIRNGDWTFQTVVMLEMTPELGHVYTCLVDHSSLLSPVSVEWRAQSEYSWRKMLSGIAAFLLGLIFLLVGIVIQLRAQKGYVRTQMSGNEVSRAVLLPQSC. (6) The miRNA is hsa-miR-1283 with sequence UCUACAAAGGAAAGCGCUUUCU. The protein sequence of the target gene is MRPWTLAVTKWPPSAPVGHWRVSTRLSSSPGQLWGRPSNLSVEEHRASAPAGRSPRMLHPATQQSPFMVDLHEQVHQGPVPLSYTVTTVTTQGFPLPTSQHIPGCSAQQLPACSVMFSGQHYPLCCLPPPQLIQACTMQQLPGPYHTYPHLISSDHYILHPPPPAPPPQPTHMAPLGQFVSLQTQHPRMPLQRLDNEMDLRGDQHPLGSFTYSTSATGPALSPSVPLHYLPHDPLHQELSFGVPYSHMMPRRLSTQRYRLQQPLPPPPPPPPPSYYPSFLPYFLSMLPMSPTTVGPTISL.... Result: 0 (no interaction). (7) The miRNA is hsa-miR-548ah-5p with sequence AAAAGUGAUUGCAGUGUUUG. Result: 1 (interaction). The protein sequence of the target gene is MAFLRSMWGVLSALGRSGAELCTGCGSRLRSPFSFVYLPRWFSSVLASCPKKPVSSYLRFSKEQLPIFKAQNPDAKTTELIRRIAQRWRELPDSKKKIYQDAYRAEWQVYKEEISRFKEQLTPSQIMSLEKEIMDKHLKRKAMTKKKELTLLGKPKRPRSAYNVYVAERFQEAKGDSPQEKLKTVKENWKNLSDSEKELYIQHAKEDETRYHNEMKSWEEQMIEVGRKDLLRRTIKKQRKYGAEEC. (8) The miRNA is hsa-miR-193b-3p with sequence AACUGGCCCUCAAAGUCCCGCU. The protein sequence of the target gene is MDPAEAVLQEKALKFMCSMPRSLWLGCSSLADSMPSLRCLYNPGTGALTAFQNSSEREDCNNGEPPRKIIPEKNSLRQTYNSCARLCLNQETVCLASTAMKTENCVAKTKLANGTSSMIVPKQRKLSASYEKEKELCVKYFEQWSESDQVEFVEHLISQMCHYQHGHINSYLKPMLQRDFITALPARGLDHIAENILSYLDAKSLCAAELVCKEWYRVTSDGMLWKKLIERMVRTDSLWRGLAERRGWGQYLFKNKPPDGNAPPNSFYRALYPKIIQDIETIESNWRCGRHSLQRIHCRS.... Result: 1 (interaction). (9) The miRNA is hsa-miR-6831-3p with sequence UGACUAACUCCCACUCUACAG. The protein sequence of the target gene is MAVAHEMEMESVNLNMEREGKEEPEEEKMKGNGEGKDFPRSRKVHRIVSKWMLPEPVRRTYLERANCLPPPLFIILISLAELAVFIYYAVWKPQKQWITLDTGILESPLTYCPEKREEAWRFISYMLVHAGVQHIVGNLLMQIVLGIPLEMVHKGLRVGLVYLAGVLAGSLASSIFDPLKSLVGASGGVYALMGGYFMNVIVNFREMIPAFGIVRLLVIILIVASDMGFALYRRFFVPANGSPVSFAAHIAGGFAGMSIGYTVFSCFDKTLLKDPRFWIAIAAYVACLLFAVFFNIFLSP.... Result: 0 (no interaction). (10) The miRNA is hsa-miR-4634 with sequence CGGCGCGACCGGCCCGGGG. The protein sequence of the target gene is MAEGAASREAPAPLDVAGGEDDPRAGADAASGDAPPPALGGRMRDRRSGVALPGAAGVPADSEAGLLEAARATPRRSSIIKDPSNQKCGGRKKTVSFSSMPSEKKISSAHDCISFMQAGCELKKVRPNSRIYNRFFTLDTDLQALRWEPSKKDLEKAKLDISAIKEIRLGKNTETFRNNGLADQICEDCAFSILHGENYESLDLVANSADVANIWVSGLRYLVSRSKQPLDFIEGNQNTPRFMWLKTVFEAADVDGNGIMLEDTSVELIKQLNPTLKESKIRLKFKEIQKSKEKLTTRVT.... Result: 0 (no interaction).